Dataset: Reaction yield outcomes from USPTO patents with 853,638 reactions. Task: Predict the reaction yield, written as a fraction of the theoretical maximum amount of product (1.0 means a 100% yield; for example, 0.34 means a 34% yield). (1) The catalyst is C(O)C. The reactants are [CH3:1][N:2]1[C:10]2[C:5](=[CH:6][C:7]([C:11]([F:14])([F:13])[F:12])=[CH:8][CH:9]=2)[C:4]([C:15](=O)[CH3:16])=[CH:3]1.Cl.[NH2:19][OH:20].C(N(CC)CC)C. The product is [OH:20][N:19]=[C:15]([C:4]1[C:5]2[C:10](=[CH:9][CH:8]=[C:7]([C:11]([F:14])([F:13])[F:12])[CH:6]=2)[N:2]([CH3:1])[CH:3]=1)[CH3:16]. The yield is 0.940. (2) The reactants are [CH2:1]([O:8][C:9]1[C:10]([C:23](O)=[O:24])=[N:11][CH:12]=[C:13]([O:15][CH2:16][C:17]2[CH:22]=[CH:21][CH:20]=[CH:19][CH:18]=2)[CH:14]=1)[C:2]1[CH:7]=[CH:6][CH:5]=[CH:4][CH:3]=1.[CH3:26]N(C)CCCN=C=NCC.ON1C2C=CC=CC=2N=N1.[NH2:47][C:48]([CH3:53])([CH3:52])[C:49]([OH:51])=[O:50].C(N(C(C)C)CC)(C)C. The catalyst is CN(C=O)C. The product is [CH3:26][O:50][C:49](=[O:51])[C:48]([NH:47][C:23]([C:10]1[C:9]([O:8][CH2:1][C:2]2[CH:7]=[CH:6][CH:5]=[CH:4][CH:3]=2)=[CH:14][C:13]([O:15][CH2:16][C:17]2[CH:18]=[CH:19][CH:20]=[CH:21][CH:22]=2)=[CH:12][N:11]=1)=[O:24])([CH3:53])[CH3:52]. The yield is 0.450. (3) The reactants are [C:1]1(=O)[C:6]2[CH2:7][O:8][CH2:9][C:5]=2[CH:4]=[N:3][NH:2]1.P(Br)(Br)[Br:12].[OH-].[Na+].BrC1N=NC=C(C)C=1C. The catalyst is C(OCC)(=O)C.O. The product is [Br:12][C:1]1[C:6]2[CH2:7][O:8][CH2:9][C:5]=2[CH:4]=[N:3][N:2]=1. The yield is 0.0900. (4) The reactants are [I:1][CH3:2].[CH3:3][N:4]([CH3:20])[CH2:5][CH2:6][CH2:7][C:8]1[CH:12]=[C:11]([C:13]2[S:14][CH:15]=[CH:16][CH:17]=2)[NH:10][C:9]=1[CH:18]=[O:19]. The catalyst is C(Cl)Cl. The product is [I-:1].[CH3:20][N+:4]([CH3:2])([CH3:3])[CH2:5][CH2:6][CH2:7][C:8]1[CH:12]=[C:11]([C:13]2[S:14][CH:15]=[CH:16][CH:17]=2)[NH:10][C:9]=1[CH:18]=[O:19]. The yield is 1.00. (5) The product is [Cl:14][C:15]1[CH:20]=[C:19](/[C:3](/[CH2:4][C:5]([O:7][CH2:8][CH3:9])=[O:6])=[CH:2]/[C:1]([O:11][CH2:12][CH3:13])=[O:10])[CH:18]=[CH:17][CH:16]=1. The catalyst is CN(C=O)C.C([O-])(=O)C.[Pd+2].C([O-])(=O)C. The reactants are [C:1]([O:11][CH2:12][CH3:13])(=[O:10])[CH:2]=[CH:3][CH2:4][C:5]([O:7][CH2:8][CH3:9])=[O:6].[Cl:14][C:15]1[CH:16]=[C:17](I)[CH:18]=[CH:19][CH:20]=1.C([O-])(=O)C.[Na+].O. The yield is 0.200. (6) The reactants are Br[C:2]1[C:3]2[N:4]([CH:9]=[C:10]([C:12]3[CH:17]=[CH:16][CH:15]=[CH:14][C:13]=3[C:18]([F:21])([F:20])[F:19])[N:11]=2)[N:5]=[C:6]([Cl:8])[CH:7]=1.[CH3:22][OH:23].C(N(CC)CC)C.CN([CH:34]=[O:35])C. The catalyst is C1C=CC(P(C2C=CC=CC=2)[C-]2C=CC=C2)=CC=1.C1C=CC(P(C2C=CC=CC=2)[C-]2C=CC=C2)=CC=1.Cl[Pd]Cl.[Fe+2]. The product is [Cl:8][C:6]1[CH:7]=[C:2]([C:22]([O:35][CH3:34])=[O:23])[C:3]2[N:4]([CH:9]=[C:10]([C:12]3[CH:17]=[CH:16][CH:15]=[CH:14][C:13]=3[C:18]([F:21])([F:20])[F:19])[N:11]=2)[N:5]=1. The yield is 0.588.